From a dataset of Reaction yield outcomes from USPTO patents with 853,638 reactions. Predict the reaction yield, written as a fraction of the theoretical maximum amount of product (1.0 means a 100% yield; for example, 0.34 means a 34% yield). (1) The reactants are C=O.[CH3:3][NH:4][CH3:5].[F:6][C:7]1[CH:8]=[CH:9][CH:10]=[C:11]2[C:15]=1[NH:14][CH:13]=[CH:12]2.[C:16]([O-])([O-])=O.[K+].[K+].[OH-].[Na+]. The catalyst is C(O)(=O)C. The product is [F:6][C:7]1[CH:8]=[CH:9][CH:10]=[C:11]2[C:5]=1[NH:4][CH:3]=[C:12]2[CH2:13][N:14]([CH3:15])[CH3:16]. The yield is 0.740. (2) The reactants are [NH2:1][C:2]1[C:3]2[C:13]([O:14][CH2:15][C:16]([NH:19]C(=O)[O-])([CH3:18])[CH3:17])=[CH:12][CH:11]=[CH:10][C:4]=2[NH:5][S:6](=[O:9])(=[O:8])[N:7]=1.[ClH:23]. The catalyst is C(O)C. The product is [Cl-:23].[NH2:1][C:2]1[C:3]2[C:13]([O:14][CH2:15][C:16]([CH3:18])([NH3+:19])[CH3:17])=[CH:12][CH:11]=[CH:10][C:4]=2[NH:5][S:6](=[O:9])(=[O:8])[N:7]=1. The yield is 1.00.